Task: Predict the reactants needed to synthesize the given product.. Dataset: Full USPTO retrosynthesis dataset with 1.9M reactions from patents (1976-2016) (1) Given the product [CH3:31][C:27]1[N:28]=[C:29]([CH3:30])[N:10]2[C:11]=1[C:12]([NH:14][C:15]1[CH:16]=[C:17]([O:25][CH3:26])[C:18]([O:23][CH3:24])=[C:19]([O:21][CH3:22])[CH:20]=1)=[N:13][C:8]([C:4]1[CH:3]=[C:2]([NH:1][S:33]([CH3:32])(=[O:35])=[O:34])[CH:7]=[CH:6][CH:5]=1)=[N:9]2, predict the reactants needed to synthesize it. The reactants are: [NH2:1][C:2]1[CH:3]=[C:4]([C:8]2[N:13]=[C:12]([NH:14][C:15]3[CH:20]=[C:19]([O:21][CH3:22])[C:18]([O:23][CH3:24])=[C:17]([O:25][CH3:26])[CH:16]=3)[C:11]3=[C:27]([CH3:31])[N:28]=[C:29]([CH3:30])[N:10]3[N:9]=2)[CH:5]=[CH:6][CH:7]=1.[CH3:32][S:33](Cl)(=[O:35])=[O:34].C(N(CC)CC)C. (2) Given the product [CH3:1][NH:2][C:3]1[N:12]=[CH:11][C:10]2[C:5](=[CH:6][CH:7]=[C:8]([C:29]3[C:38]([CH3:39])=[CH:37][CH:36]=[C:35]4[C:30]=3[CH:31]=[N:32][N:33]=[CH:34]4)[CH:9]=2)[N:4]=1, predict the reactants needed to synthesize it. The reactants are: [CH3:1][NH:2][C:3]1[N:12]=[CH:11][C:10]2[C:5](=[CH:6][CH:7]=[C:8](B3OC(C)(C)C(C)(C)O3)[CH:9]=2)[N:4]=1.C(=O)([O-])[O-].[K+].[K+].Br[C:29]1[C:38]([CH3:39])=[CH:37][CH:36]=[C:35]2[C:30]=1[CH:31]=[N:32][N:33]=[CH:34]2. (3) Given the product [CH3:13][N:10]1[CH:11]=[CH:12][C:8]([NH:7][C:5](=[O:6])[C:4]2[CH:3]=[C:2]([O:1][C:24]3[S:25][C:26]4[C:27](=[O:37])[N:28]([CH3:36])[CH2:29][C:30]([CH3:34])([CH3:35])[CH2:31][C:32]=4[N:33]=3)[CH:16]=[C:15]([O:17][C@H:18]3[CH2:22][CH2:21][O:20][CH2:19]3)[CH:14]=2)=[N:9]1, predict the reactants needed to synthesize it. The reactants are: [OH:1][C:2]1[CH:3]=[C:4]([CH:14]=[C:15]([O:17][C@H:18]2[CH2:22][CH2:21][O:20][CH2:19]2)[CH:16]=1)[C:5]([NH:7][C:8]1[CH:12]=[CH:11][N:10]([CH3:13])[N:9]=1)=[O:6].Cl[C:24]1[S:25][C:26]2[C:27](=[O:37])[N:28]([CH3:36])[CH2:29][C:30]([CH3:35])([CH3:34])[CH2:31][C:32]=2[N:33]=1.C(=O)([O-])[O-].[K+].[K+].